Task: Predict the reaction yield, written as a fraction of the theoretical maximum amount of product (1.0 means a 100% yield; for example, 0.34 means a 34% yield).. Dataset: Reaction yield outcomes from USPTO patents with 853,638 reactions (1) The reactants are [Br:1][C:2]1[CH:3]=[C:4]([CH2:9][NH2:10])[CH:5]=[CH:6][C:7]=1[F:8].[CH3:11][C:12]([O:15][C:16]([N:18]1[CH2:23][CH2:22][CH:21]([CH2:24][C:25]2[CH:26]=[C:27]([CH:31]=[CH:32][CH:33]=2)[C:28](O)=[O:29])[CH2:20][CH2:19]1)=[O:17])([CH3:14])[CH3:13].CN(C(ON1N=NC2C=CC=NC1=2)=[N+](C)C)C.F[P-](F)(F)(F)(F)F.C(N(C(C)C)CC)(C)C. The yield is 0.942. The product is [Br:1][C:2]1[CH:3]=[C:4]([CH2:9][NH:10][C:28]([C:27]2[CH:26]=[C:25]([CH2:24][CH:21]3[CH2:22][CH2:23][N:18]([C:16]([O:15][C:12]([CH3:14])([CH3:13])[CH3:11])=[O:17])[CH2:19][CH2:20]3)[CH:33]=[CH:32][CH:31]=2)=[O:29])[CH:5]=[CH:6][C:7]=1[F:8]. The catalyst is CN(C=O)C.CCOC(C)=O. (2) The reactants are [NH:1]1[CH2:6][CH2:5][CH:4]([C:7]#[N:8])[CH2:3][CH2:2]1.[C:9](O[C:9]([O:11][C:12]([CH3:15])([CH3:14])[CH3:13])=[O:10])([O:11][C:12]([CH3:15])([CH3:14])[CH3:13])=[O:10].Cl. The catalyst is C(Cl)Cl. The product is [C:7]([CH:4]1[CH2:5][CH2:6][N:1]([C:9]([O:11][C:12]([CH3:15])([CH3:14])[CH3:13])=[O:10])[CH2:2][CH2:3]1)#[N:8]. The yield is 0.952. (3) The reactants are O1CCCC1.[F:6][C:7]1[CH:12]=[CH:11][C:10]([CH:13]2[CH2:18][CH:17]([NH:19][C:20](=[O:22])C)[CH2:16][CH2:15][O:14]2)=[CH:9][CH:8]=1.C(OC([O:25][C:26]([CH3:29])([CH3:28])[CH3:27])=O)([O:25][C:26]([CH3:29])([CH3:28])[CH3:27])=O.O.NN. The yield is 0.860. The product is [F:6][C:7]1[CH:12]=[CH:11][C:10]([CH:13]2[CH2:18][CH:17]([NH:19][C:20](=[O:22])[O:25][C:26]([CH3:29])([CH3:28])[CH3:27])[CH2:16][CH2:15][O:14]2)=[CH:9][CH:8]=1. The catalyst is CN(C)C1C=CN=CC=1.CO. (4) The reactants are [CH3:1][CH:2]1[CH2:6][C:5](=O)[CH2:4][CH:3]1[C:8]([O:10][CH2:11][CH3:12])=[O:9].CC(O)=O.[CH2:17]([NH:24][CH2:25][C:26]1[CH:31]=[CH:30][CH:29]=[CH:28][CH:27]=1)[C:18]1[CH:23]=[CH:22][CH:21]=[CH:20][CH:19]=1.C(O[BH-](OC(=O)C)OC(=O)C)(=O)C.[Na+].C([O-])(O)=O.[Na+]. The yield is 0.750. The catalyst is ClCCCl. The product is [CH2:25]([N:24]([CH2:17][C:18]1[CH:23]=[CH:22][CH:21]=[CH:20][CH:19]=1)[CH:5]1[CH2:4][CH:3]([C:8]([O:10][CH2:11][CH3:12])=[O:9])[CH:2]([CH3:1])[CH2:6]1)[C:26]1[CH:31]=[CH:30][CH:29]=[CH:28][CH:27]=1. (5) The reactants are Br[C:2]1[C:3]([F:20])=[CH:4][CH:5]=[C:6]2[C:11]=1[N:10]=[C:9]([NH:12][C:13]1([CH3:17])[CH2:16][CH2:15][CH2:14]1)[N:8]([CH3:18])[C:7]2=[O:19].[CH3:21][C@@H:22]1[C:26]2[NH:27][C:28](B3OC(C)(C)C(C)(C)O3)=[CH:29][C:25]=2[C:24](=[O:39])[NH:23]1.P([O-])([O-])([O-])=O.[K+].[K+].[K+].O. The catalyst is O1CCOCC1. The product is [F:20][C:3]1[C:2]([C:28]2[NH:27][C:26]3[C@@H:22]([CH3:21])[NH:23][C:24](=[O:39])[C:25]=3[CH:29]=2)=[C:11]2[C:6]([C:7](=[O:19])[N:8]([CH3:18])[C:9]([NH:12][C:13]3([CH3:17])[CH2:16][CH2:15][CH2:14]3)=[N:10]2)=[CH:5][CH:4]=1. The yield is 0.170. (6) The reactants are [CH2:1]([O:3][C:4]([C:6]1[C:7](Cl)=[N:8][C:9]([S:12][CH3:13])=[N:10][CH:11]=1)=[O:5])[CH3:2].[CH:15]1([NH2:18])[CH2:17][CH2:16]1. No catalyst specified. The product is [CH2:1]([O:3][C:4]([C:6]1[C:7]([NH:18][CH:15]2[CH2:17][CH2:16]2)=[N:8][C:9]([S:12][CH3:13])=[N:10][CH:11]=1)=[O:5])[CH3:2]. The yield is 0.860. (7) The reactants are [F:1][C:2]([F:15])([F:14])[C:3]1[CH:12]=[C:11]2[C:6]([C:7]([SH:13])=[CH:8][CH:9]=[N:10]2)=[CH:5][CH:4]=1.[Br:16][CH2:17][CH2:18][CH2:19][CH2:20][CH2:21]Br.C(Cl)(Cl)Cl.C([O-])([O-])=O.[K+].[K+]. The catalyst is CCCC[N+](CCCC)(CCCC)CCCC.[Br-].O. The product is [Br:16][CH2:17][CH2:18][CH2:19][CH2:20][CH2:21][S:13][C:7]1[C:6]2[C:11](=[CH:12][C:3]([C:2]([F:1])([F:14])[F:15])=[CH:4][CH:5]=2)[N:10]=[CH:9][CH:8]=1. The yield is 0.720.